This data is from Full USPTO retrosynthesis dataset with 1.9M reactions from patents (1976-2016). The task is: Predict the reactants needed to synthesize the given product. (1) The reactants are: [CH3:1][N:2]1[CH:6]=[C:5]([C:7]2[CH:8]=[CH:9][C:10]3[N:11]([C:13]([S:16][C:17]4[CH:18]=[C:19]5[C:24](=[CH:25][CH:26]=4)[N:23]=[CH:22][CH:21]=[CH:20]5)=[N:14][N:15]=3)[N:12]=2)[CH:4]=[N:3]1.[Br:27]Br. Given the product [Br:27][C:21]1[CH:22]=[N:23][C:24]2[C:19]([CH:20]=1)=[CH:18][C:17]([S:16][C:13]1[N:11]3[N:12]=[C:7]([C:5]4[CH:4]=[N:3][N:2]([CH3:1])[CH:6]=4)[CH:8]=[CH:9][C:10]3=[N:15][N:14]=1)=[CH:26][CH:25]=2, predict the reactants needed to synthesize it. (2) Given the product [NH2:16][C:11]1[CH:12]=[CH:13][CH:14]=[C:15]2[C:10]=1[C:9](=[O:19])[C:8]1([NH:20][C:21]([C:23]3[CH:32]=[N:31][C:30]4[C:25](=[CH:26][CH:27]=[CH:28][CH:29]=4)[N:24]=3)=[O:22])[C:7]3[CH:33]=[CH:34][C:35]([CH:37]([CH3:39])[CH3:38])=[CH:36][C:6]=3[O:5][C:4]12[OH:3], predict the reactants needed to synthesize it. The reactants are: Cl.O.[OH:3][C:4]12[C:15]3[C:10](=[C:11]([N+:16]([O-])=O)[CH:12]=[CH:13][CH:14]=3)[C:9](=[O:19])[C:8]1([NH:20][C:21]([C:23]1[CH:32]=[N:31][C:30]3[C:25](=[CH:26][CH:27]=[CH:28][CH:29]=3)[N:24]=1)=[O:22])[C:7]1[CH:33]=[CH:34][C:35]([CH:37]([CH3:39])[CH3:38])=[CH:36][C:6]=1[O:5]2. (3) Given the product [CH3:17][CH:15]([CH3:16])[CH2:14][C@H:13]([NH:12][C:10]([C:2]1[S:1][C:5]2[CH:6]=[CH:7][CH:8]=[CH:9][C:4]=2[CH:3]=1)=[O:11])[C:18]([N:21]1[CH2:26][CH2:25][NH:24][CH2:23][CH2:22]1)=[O:20], predict the reactants needed to synthesize it. The reactants are: [S:1]1[C:5]2[CH:6]=[CH:7][CH:8]=[CH:9][C:4]=2[CH:3]=[C:2]1[C:10]([NH:12][C@H:13]([C:18]([OH:20])=O)[CH2:14][CH:15]([CH3:17])[CH3:16])=[O:11].[NH:21]1[CH2:26][CH2:25][NH:24][CH2:23][CH2:22]1. (4) Given the product [CH3:9][O:8][C:6]1[CH:5]=[CH:4][C:3]2[NH:10][C:11](=[O:17])[NH:1][C:2]=2[CH:7]=1, predict the reactants needed to synthesize it. The reactants are: [NH2:1][C:2]1[CH:7]=[C:6]([O:8][CH3:9])[CH:5]=[CH:4][C:3]=1[NH:10][C:11](=[O:17])OC(C)(C)C.C([O-])([O-])=O.[K+].[K+]. (5) Given the product [F:1][C:2]1[CH:7]=[C:6]([CH:5]=[CH:4][C:3]=1[O:11][CH2:12][CH2:13][O:14][CH3:15])[NH2:8], predict the reactants needed to synthesize it. The reactants are: [F:1][C:2]1[CH:7]=[C:6]([N+:8]([O-])=O)[CH:5]=[CH:4][C:3]=1[O:11][CH2:12][CH2:13][O:14][CH3:15].[H][H]. (6) Given the product [O:1]1[CH:6]([OH:7])[CH2:5][C@@H:4]([CH:8]([CH3:10])[CH3:9])[CH2:3][CH:2]1[C@H:11]([C@@H:13]1[C@:30]2([CH3:31])[C@@H:16]([C@H:17]3[C@H:27]([CH2:28][CH2:29]2)[C@:25]2([CH3:26])[CH:20]([CH2:21][CH:22]([OH:32])[CH2:23][CH2:24]2)[CH2:19][CH2:18]3)[C:15](=[O:33])[CH2:14]1)[CH3:12], predict the reactants needed to synthesize it. The reactants are: [O:1]1[CH:6]([OH:7])[CH2:5][C@@H:4]([CH:8]([CH3:10])[CH3:9])[CH2:3][CH:2]1[C@H:11]([C@@H:13]1[C@:30]2([CH3:31])[C@H:16]([C@H:17]3[C@H:27]([CH2:28][CH2:29]2)[C@:25]2([CH3:26])[CH:20]([CH2:21][CH:22]([OH:32])[CH2:23][CH2:24]2)[CH2:19][CH2:18]3)[C:15](=[O:33])[CH2:14]1)[CH3:12].[OH-].[K+]. (7) Given the product [NH:26]=[C:25]([N:13]1[CH2:14][CH2:15][CH:10]([N:9]([CH2:16][C:17]2[C:22]([CH3:23])=[CH:21][CH:20]=[CH:19][N:18]=2)[CH2:8][C:3]2[C:2]([CH3:1])=[CH:7][CH:6]=[CH:5][N:4]=2)[CH2:11][CH2:12]1)[CH3:24], predict the reactants needed to synthesize it. The reactants are: [CH3:1][C:2]1[C:3]([CH2:8][N:9]([CH2:16][C:17]2[C:22]([CH3:23])=[CH:21][CH:20]=[CH:19][N:18]=2)[CH:10]2[CH2:15][CH2:14][NH:13][CH2:12][CH2:11]2)=[N:4][CH:5]=[CH:6][CH:7]=1.[CH3:24][CH2:25][N:26](CC)CC.Cl.C(=N)(OCC)C. (8) Given the product [CH3:16][O:17][C:18]1[CH:19]=[C:20]([CH:24]=[CH:25][C:26]=1[O:27][CH3:28])[C:21]([NH:1][C:2]1[CH:3]=[CH:4][C:5]([C:8]2([C:13]([OH:15])=[O:14])[CH2:12][CH2:11][CH2:10][CH2:9]2)=[CH:6][CH:7]=1)=[O:22], predict the reactants needed to synthesize it. The reactants are: [NH2:1][C:2]1[CH:7]=[CH:6][C:5]([C:8]2([C:13]([OH:15])=[O:14])[CH2:12][CH2:11][CH2:10][CH2:9]2)=[CH:4][CH:3]=1.[CH3:16][O:17][C:18]1[CH:19]=[C:20]([CH:24]=[CH:25][C:26]=1[O:27][CH3:28])[C:21](Cl)=[O:22]. (9) Given the product [OH:9][CH2:8][C:4]1[N:3]=[C:2](/[CH:12]=[CH:11]/[C:10]([O:14][CH2:15][CH3:16])=[O:13])[CH:7]=[CH:6][CH:5]=1, predict the reactants needed to synthesize it. The reactants are: Br[C:2]1[CH:7]=[CH:6][CH:5]=[C:4]([CH2:8][OH:9])[N:3]=1.[C:10]([O:14][CH2:15][CH3:16])(=[O:13])[CH:11]=[CH2:12].C(=O)(O)[O-].[Na+].